Dataset: Forward reaction prediction with 1.9M reactions from USPTO patents (1976-2016). Task: Predict the product of the given reaction. Given the reactants C(OC(=O)C(=C[NH:12][C:13]1[CH:18]=[CH:17][CH:16]=[C:15]([CH3:19])[N:14]=1)C(OCC)=O)C.Cl.NO.[OH-].[Na+].[CH2:26](Cl)Cl, predict the reaction product. The product is: [CH2:19]([C:15]1[N:14]=[C:13]([NH2:12])[CH:18]=[CH:17][CH:16]=1)[CH3:26].